Dataset: TCR-epitope binding with 47,182 pairs between 192 epitopes and 23,139 TCRs. Task: Binary Classification. Given a T-cell receptor sequence (or CDR3 region) and an epitope sequence, predict whether binding occurs between them. (1) The epitope is EILDITPCSF. The TCR CDR3 sequence is CASSQDGVGAADTQYF. Result: 0 (the TCR does not bind to the epitope). (2) The epitope is KAFSPEVIPMF. The TCR CDR3 sequence is CASSSLIRGLGNQPQHF. Result: 1 (the TCR binds to the epitope). (3) The epitope is SLYNTVATL. The TCR CDR3 sequence is CSAGGARHEQYF. Result: 0 (the TCR does not bind to the epitope). (4) The epitope is DATYQRTRALVR. The TCR CDR3 sequence is CASSQEARYQETQYF. Result: 0 (the TCR does not bind to the epitope). (5) The epitope is ITEEVGHTDLMAAY. The TCR CDR3 sequence is CASSLASGGITDTQYF. Result: 0 (the TCR does not bind to the epitope). (6) The epitope is GLNKIVRMY. The TCR CDR3 sequence is CASSLDRTSSPLHF. Result: 0 (the TCR does not bind to the epitope). (7) The epitope is TSNQVAVLY. The TCR CDR3 sequence is CASSPTTAGATDTQYF. Result: 0 (the TCR does not bind to the epitope).